The task is: Predict the reaction yield, written as a fraction of the theoretical maximum amount of product (1.0 means a 100% yield; for example, 0.34 means a 34% yield).. This data is from Reaction yield outcomes from USPTO patents with 853,638 reactions. (1) The reactants are [N:1]1[CH:6]=[CH:5][CH:4]=[CH:3][C:2]=1[C:7]#[C:8][CH2:9][CH2:10][CH2:11][NH:12][C:13]1[C:14]2[C:19]([N:20]=[C:21]3[C:26]=1[CH2:25][CH2:24][CH2:23][CH2:22]3)=[CH:18][CH:17]=[CH:16][CH:15]=2.CO. No catalyst specified. The product is [N:1]1[CH:6]=[CH:5][CH:4]=[CH:3][C:2]=1[CH2:7][CH2:8][CH2:9][CH2:10][CH2:11][NH:12][C:13]1[C:14]2[C:19]([N:20]=[C:21]3[C:26]=1[CH2:25][CH2:24][CH2:23][CH2:22]3)=[CH:18][CH:17]=[CH:16][CH:15]=2. The yield is 0.560. (2) The reactants are [CH2:1]([C:4]1[C:8]([CH2:9][CH2:10][CH2:11][OH:12])=[CH:7][N:6]([C:13]2[CH:18]=[CH:17][C:16]([C:19]([F:22])([F:21])[F:20])=[CH:15][N:14]=2)[N:5]=1)[CH2:2][CH3:3].O[C:24]1[CH:25]=[C:26]([CH2:30][C:31]([O:33]C)=[O:32])[CH:27]=[CH:28][CH:29]=1.C(P(CCCC)CCCC)CCC.N(C(N1CCCCC1)=O)=NC(N1CCCCC1)=O. The catalyst is O1CCCC1. The product is [CH2:1]([C:4]1[C:8]([CH2:9][CH2:10][CH2:11][O:12][C:24]2[CH:25]=[C:26]([CH2:30][C:31]([OH:33])=[O:32])[CH:27]=[CH:28][CH:29]=2)=[CH:7][N:6]([C:13]2[CH:18]=[CH:17][C:16]([C:19]([F:21])([F:20])[F:22])=[CH:15][N:14]=2)[N:5]=1)[CH2:2][CH3:3]. The yield is 0.800.